Dataset: Reaction yield outcomes from USPTO patents with 853,638 reactions. Task: Predict the reaction yield, written as a fraction of the theoretical maximum amount of product (1.0 means a 100% yield; for example, 0.34 means a 34% yield). (1) The catalyst is C1COCC1. The product is [NH2:1][CH:2]([CH2:3][NH:5][C@:6]([C:28]1[CH:33]=[CH:32][C:31]([F:34])=[C:30]([O:35][CH:36]([CH3:38])[CH3:37])[CH:29]=1)([C:14]1[CH:19]=[C:18]([O:20][C:21]([F:25])([F:26])[CH:22]([F:24])[F:23])[CH:17]=[C:16]([F:27])[CH:15]=1)[CH2:7][C:8]1[CH:9]=[CH:10][CH:11]=[CH:12][CH:13]=1)[C:39]([C:44]([F:45])([F:46])[F:47])([OH:48])[C:40]([F:43])([F:42])[F:41]. The reactants are [NH2:1][CH:2]([C:39]([OH:48])([C:44]([F:47])([F:46])[F:45])[C:40]([F:43])([F:42])[F:41])[C:3]([NH:5][C@:6]([C:28]1[CH:33]=[CH:32][C:31]([F:34])=[C:30]([O:35][CH:36]([CH3:38])[CH3:37])[CH:29]=1)([C:14]1[CH:19]=[C:18]([O:20][C:21]([F:26])([F:25])[CH:22]([F:24])[F:23])[CH:17]=[C:16]([F:27])[CH:15]=1)[CH2:7][C:8]1[CH:13]=[CH:12][CH:11]=[CH:10][CH:9]=1)=O.B.[H][H].B(F)(F)F.CCOCC.[H-].[H-].[H-].[H-].[Li+].[Al+3]. The yield is 0.200. (2) The reactants are [O:1]1[C:6]2=[CH:7][C:8]3[C:9](=[O:15])[C:10](=[O:14])[NH:11][C:12]=3[CH:13]=[C:5]2[O:4][CH2:3][CH2:2]1.[H-].[Na+].Br[CH2:19][C:20]1[O:21][C:22]([C:25]([F:28])([F:27])[F:26])=[CH:23][CH:24]=1. The catalyst is CN(C)C=O. The product is [F:26][C:25]([F:28])([F:27])[C:22]1[O:21][C:20]([CH2:19][N:11]2[C:12]3[CH:13]=[C:5]4[O:4][CH2:3][CH2:2][O:1][C:6]4=[CH:7][C:8]=3[C:9](=[O:15])[C:10]2=[O:14])=[CH:24][CH:23]=1. The yield is 0.780. (3) The reactants are Cl[C:2]1[CH:3]=[CH:4][C:5]2[N:11]3[CH2:12][C@H:8]([CH2:9][CH2:10]3)[N:7]([C:13]([NH:15][C:16]3[CH:21]=[N:20][CH:19]=[CH:18][N:17]=3)=[O:14])[C:6]=2[N:22]=1.CC1(C)C(C)(C)OB([C:31]2[CH:32]=[CH:33][C:34]([C:37]#[N:38])=[N:35][CH:36]=2)O1.[O-]P([O-])([O-])=O.[K+].[K+].[K+].CC(C1C=C(C(C)C)C(C2C=CC=CC=2P(C2CCCCC2)C2CCCCC2)=C(C(C)C)C=1)C. The catalyst is O1CCOCC1.O.C1C=CC(/C=C/C(/C=C/C2C=CC=CC=2)=O)=CC=1.C1C=CC(/C=C/C(/C=C/C2C=CC=CC=2)=O)=CC=1.C1C=CC(/C=C/C(/C=C/C2C=CC=CC=2)=O)=CC=1.[Pd].[Pd]. The product is [C:37]([C:34]1[N:35]=[CH:36][C:31]([C:2]2[CH:3]=[CH:4][C:5]3[N:11]4[CH2:12][C@H:8]([CH2:9][CH2:10]4)[N:7]([C:13]([NH:15][C:16]4[CH:21]=[N:20][CH:19]=[CH:18][N:17]=4)=[O:14])[C:6]=3[N:22]=2)=[CH:32][CH:33]=1)#[N:38]. The yield is 0.300. (4) The reactants are [O:1]([CH2:3][C:4]([OH:6])=[O:5])[NH2:2].C(N(CC)CC)C.[CH2:14]([N:21]=[C:22]=[O:23])[C:15]1[CH:20]=[CH:19][CH:18]=[CH:17][CH:16]=1. The catalyst is ClCCl.O1CCCC1.C(OCC)(=O)C. The product is [CH2:14]([NH:21][C:22](=[O:23])[NH:2][O:1][CH2:3][C:4]([OH:6])=[O:5])[C:15]1[CH:20]=[CH:19][CH:18]=[CH:17][CH:16]=1. The yield is 0.330.